From a dataset of Forward reaction prediction with 1.9M reactions from USPTO patents (1976-2016). Predict the product of the given reaction. (1) Given the reactants [Cl:1][C:2]1[CH:3]=[CH:4][C:5]([O:16][CH2:17][CH:18]([CH3:20])[CH3:19])=[C:6]([CH2:8][N:9]2[C:13]([CH3:14])=[CH:12][C:11]([NH2:15])=[N:10]2)[CH:7]=1.Br.[C:22](O)(=[O:24])[CH3:23], predict the reaction product. The product is: [Cl:1][C:2]1[CH:3]=[CH:4][C:5]([O:16][CH2:17][CH:18]([CH3:20])[CH3:19])=[C:6]([CH2:8][N:9]2[C:13]([CH3:14])=[CH:12][C:11]([NH:15][C:22](=[O:24])[CH3:23])=[N:10]2)[CH:7]=1. (2) Given the reactants [Br:1][C:2]1[CH:7]=[CH:6][C:5]([CH:8]([OH:24])[C:9]2[CH:14]=[C:13]([Cl:15])[CH:12]=[CH:11][C:10]=2[NH:16][C:17](=[O:23])[O:18][C:19]([CH3:22])([CH3:21])[CH3:20])=[CH:4][CH:3]=1, predict the reaction product. The product is: [C:19]([O:18][C:17](=[O:23])[NH:16][C:10]1[CH:11]=[CH:12][C:13]([Cl:15])=[CH:14][C:9]=1[C:8](=[O:24])[C:5]1[CH:4]=[CH:3][C:2]([Br:1])=[CH:7][CH:6]=1)([CH3:22])([CH3:20])[CH3:21].